This data is from Reaction yield outcomes from USPTO patents with 853,638 reactions. The task is: Predict the reaction yield, written as a fraction of the theoretical maximum amount of product (1.0 means a 100% yield; for example, 0.34 means a 34% yield). (1) The reactants are [C:1]([O:5][C:6](=[O:32])[NH:7][CH:8]1[CH2:13][CH2:12][N:11]([C:14]2[N:15]([CH3:31])[C:16](=[O:30])[C:17](Cl)=[C:18]([C:20]3[CH:25]=[CH:24][C:23]([C:26]#[N:27])=[C:22]([F:28])[CH:21]=3)[N:19]=2)[CH2:10][CH2:9]1)([CH3:4])([CH3:3])[CH3:2].[O:33]1[C:37]2[CH:38]=[CH:39][C:40](B(O)O)=[CH:41][C:36]=2[CH:35]=[CH:34]1.C([O-])([O-])=O.[Na+].[Na+]. The catalyst is O1CCOCC1.O.C1C=CC([P]([Pd]([P](C2C=CC=CC=2)(C2C=CC=CC=2)C2C=CC=CC=2)([P](C2C=CC=CC=2)(C2C=CC=CC=2)C2C=CC=CC=2)[P](C2C=CC=CC=2)(C2C=CC=CC=2)C2C=CC=CC=2)(C2C=CC=CC=2)C2C=CC=CC=2)=CC=1. The product is [C:1]([O:5][C:6](=[O:32])[NH:7][CH:8]1[CH2:13][CH2:12][N:11]([C:14]2[N:15]([CH3:31])[C:16](=[O:30])[C:17]([C:40]3[CH:41]=[CH:36][C:35]4[C:39]=3[CH:38]=[CH:37][O:33][CH:34]=4)=[C:18]([C:20]3[CH:25]=[CH:24][C:23]([C:26]#[N:27])=[C:22]([F:28])[CH:21]=3)[N:19]=2)[CH2:10][CH2:9]1)([CH3:4])([CH3:3])[CH3:2]. The yield is 0.420. (2) The yield is 0.730. No catalyst specified. The product is [F:22][C:23]1[CH:28]=[CH:27][C:26]([C:29]([F:32])([F:31])[F:30])=[CH:25][C:24]=1[NH:33][C:34]([NH:1][C:2]1[CH:19]=[CH:18][C:5]([O:6][C:7]2[C:16]3[NH:15][C:14](=[O:17])[CH:13]=[N:12][C:11]=3[N:10]=[CH:9][CH:8]=2)=[CH:4][C:3]=1[S:20][CH3:21])=[O:35]. The reactants are [NH2:1][C:2]1[CH:19]=[CH:18][C:5]([O:6][C:7]2[C:16]3[NH:15][C:14](=[O:17])[CH:13]=[N:12][C:11]=3[N:10]=[CH:9][CH:8]=2)=[CH:4][C:3]=1[S:20][CH3:21].[F:22][C:23]1[CH:28]=[CH:27][C:26]([C:29]([F:32])([F:31])[F:30])=[CH:25][C:24]=1[N:33]=[C:34]=[O:35]. (3) The reactants are [N+:1]([C:4]1[CH:5]=[CH:6][C:7]2[O:11][C:10]([C:12](O)=[O:13])=[CH:9][C:8]=2[CH:15]=1)([O-:3])=[O:2].CN1CCOCC1.C(Cl)(=O)OCC.[BH4-].[Na+].Cl. The catalyst is O1CCCC1.CN(C)C=O. The product is [N+:1]([C:4]1[CH:5]=[CH:6][C:7]2[O:11][C:10]([CH2:12][OH:13])=[CH:9][C:8]=2[CH:15]=1)([O-:3])=[O:2]. The yield is 0.912. (4) The reactants are [Cr](Cl)([O-])(=O)=O.[NH+]1C=CC=CC=1.[C:12]1([CH3:22])[CH:17]=[CH:16][C:15]([C:18]#[C:19][CH2:20][OH:21])=[CH:14][CH:13]=1.CCCCCCC.C(OCC)(=O)C.C(O)C#C. The catalyst is ClCCl. The product is [C:12]1([CH3:22])[CH:13]=[CH:14][C:15]([C:18]#[C:19][CH:20]=[O:21])=[CH:16][CH:17]=1. The yield is 0.570. (5) The reactants are Br[C:2]1[CH:7]=[CH:6][C:5]([N:8]2[C:12]([C:13]3[CH:18]=[CH:17][N:16]=[CH:15]N=3)=[CH:11][CH:10]=[N:9]2)=[CH:4][CH:3]=1.[C:19]([Si:21]([CH3:24])([CH3:23])[CH3:22])#[CH:20].O.[CH3:26]CN(CC)CC.O1CCOCC1. The catalyst is Cl[Pd](Cl)([P](C1C=CC=CC=1)(C1C=CC=CC=1)C1C=CC=CC=1)[P](C1C=CC=CC=1)(C1C=CC=CC=1)C1C=CC=CC=1.[Cu]I. The product is [CH3:22][Si:21]([C:19]#[C:20][C:2]1[CH:3]=[CH:4][C:5]([N:8]2[C:12]([C:13]3[CH:18]=[CH:17][N:16]=[CH:15][CH:26]=3)=[CH:11][CH:10]=[N:9]2)=[CH:6][CH:7]=1)([CH3:24])[CH3:23]. The yield is 0.756.